Dataset: Reaction yield outcomes from USPTO patents with 853,638 reactions. Task: Predict the reaction yield, written as a fraction of the theoretical maximum amount of product (1.0 means a 100% yield; for example, 0.34 means a 34% yield). (1) The reactants are [CH3:1][O:2][C:3]1[CH:4]=[C:5]2[C:9](=[CH:10][CH:11]=1)[N:8]([C:12]1[CH:17]=[CH:16][C:15]([O:18][CH3:19])=[CH:14][CH:13]=1)[CH:7]=[CH:6]2.[Al](Cl)(CC)CC.[C:26](Cl)(=[O:28])[CH3:27]. The catalyst is C(Cl)Cl. The product is [CH3:1][O:2][C:3]1[CH:4]=[C:5]2[C:9](=[CH:10][CH:11]=1)[N:8]([C:12]1[CH:17]=[CH:16][C:15]([O:18][CH3:19])=[CH:14][CH:13]=1)[CH:7]=[C:6]2[C:26](=[O:28])[CH3:27]. The yield is 0.710. (2) The reactants are Br[C:2]1[CH:3]=[CH:4][C:5]2[N:6]([N:8]=[C:9]([N:11]3[CH2:16][CH2:15][O:14][CH2:13][CH2:12]3)[N:10]=2)[CH:7]=1.[C:17](=[O:24])([O:19][C:20]([CH3:23])([CH3:22])[CH3:21])[NH2:18].C(=O)([O-])[O-].[Cs+].[Cs+].C1(P(C2C=CC=CC=2)C2C3OC4C(=CC=CC=4P(C4C=CC=CC=4)C4C=CC=CC=4)C(C)(C)C=3C=CC=2)C=CC=CC=1. The catalyst is C1C=CC(/C=C/C(/C=C/C2C=CC=CC=2)=O)=CC=1.C1C=CC(/C=C/C(/C=C/C2C=CC=CC=2)=O)=CC=1.C1C=CC(/C=C/C(/C=C/C2C=CC=CC=2)=O)=CC=1.[Pd].[Pd]. The product is [C:20]([O:19][C:17](=[O:24])[NH:18][C:2]1[CH:3]=[CH:4][C:5]2[N:6]([N:8]=[C:9]([N:11]3[CH2:16][CH2:15][O:14][CH2:13][CH2:12]3)[N:10]=2)[CH:7]=1)([CH3:23])([CH3:22])[CH3:21]. The yield is 0.204. (3) The reactants are C1(P(C2C=CC=CC=2)C2C=CC=CC=2)C=CC=CC=1.[OH:20][C:21]1[CH:30]=[CH:29][C:24]([C:25]([NH:27][CH3:28])=[O:26])=[CH:23][C:22]=1[O:31][CH3:32].[C:33]([O:38]C)(=[O:37])[C@@H:34]([CH3:36])O.C1(O)C=CC=CC=1.O.[OH-].[Li+]. The catalyst is C1COCC1.CO.N(C(OC(C)C)=O)=NC(OC(C)C)=O. The product is [CH3:32][O:31][C:22]1[CH:23]=[C:24]([C:25](=[O:26])[NH:27][CH3:28])[CH:29]=[CH:30][C:21]=1[O:20][C@@H:34]([CH3:36])[C:33]([OH:38])=[O:37]. The yield is 0.750. (4) The reactants are C([O:5][C:6](=[O:37])[C:7]1[CH:12]=[CH:11][CH:10]=[CH:9][C:8]=1[C:13]1[N:14]=[N:15][C:16]([C:19](=[O:36])[NH:20][C@H:21]([CH2:29][C:30]2[CH:35]=[CH:34][CH:33]=[CH:32][CH:31]=2)[C@H:22]([C:24]([O:26]CC)=[O:25])[OH:23])=[CH:17][CH:18]=1)(C)(C)C.C(O)(C(F)(F)F)=O. The catalyst is C(Cl)Cl. The product is [CH2:29]([C@@H:21]([NH:20][C:19]([C:16]1[N:15]=[N:14][C:13]([C:8]2[CH:9]=[CH:10][CH:11]=[CH:12][C:7]=2[C:6]([OH:37])=[O:5])=[CH:18][CH:17]=1)=[O:36])[C@H:22]([C:24]([OH:26])=[O:25])[OH:23])[C:30]1[CH:35]=[CH:34][CH:33]=[CH:32][CH:31]=1. The yield is 0.980. (5) The reactants are S(=O)(=O)(O)[OH:2].[Br:6][C:7]1[CH:8]=[C:9]([NH:13][C:14](=[O:18])[CH:15]=NO)[CH:10]=[CH:11][CH:12]=1. No catalyst specified. The product is [Br:6][C:7]1[CH:8]=[C:9]2[C:10]([C:15](=[O:2])[C:14](=[O:18])[NH:13]2)=[CH:11][CH:12]=1. The yield is 0.980. (6) The reactants are [CH2:1]([C:4]1[CH:9]=[CH:8][CH:7]=[CH:6][C:5]=1[NH:10][C:11]#[N:12])[CH2:2][CH3:3].C([O-])(=O)C.[Na+].C(O)(=O)C.[Br:22]Br. The catalyst is ClCCl.[Cl-].[Na+].O. The product is [Br:22][C:8]1[CH:7]=[CH:6][C:5]([NH:10][C:11]#[N:12])=[C:4]([CH2:1][CH2:2][CH3:3])[CH:9]=1. The yield is 0.240.